This data is from Catalyst prediction with 721,799 reactions and 888 catalyst types from USPTO. The task is: Predict which catalyst facilitates the given reaction. (1) Reactant: [Cl:1][C:2]1[CH:28]=[CH:27][C:26]([Cl:29])=[CH:25][C:3]=1[C:4]([NH:6][NH:7][C:8](=O)[C:9]1[CH:14]=[CH:13][C:12]([O:15][CH2:16][CH2:17][CH2:18][CH2:19][CH2:20][CH2:21][CH2:22][CH3:23])=[CH:11][CH:10]=1)=O.[CH3:30][O:31][C:32]1[CH:37]=[CH:36][C:35]([NH2:38])=[CH:34][CH:33]=1.P(Cl)(Cl)Cl. Product: [Cl:1][C:2]1[CH:28]=[CH:27][C:26]([Cl:29])=[CH:25][C:3]=1[C:4]1[N:38]([C:35]2[CH:36]=[CH:37][C:32]([O:31][CH3:30])=[CH:33][CH:34]=2)[C:8]([C:9]2[CH:14]=[CH:13][C:12]([O:15][CH2:16][CH2:17][CH2:18][CH2:19][CH2:20][CH2:21][CH2:22][CH3:23])=[CH:11][CH:10]=2)=[N:7][N:6]=1. The catalyst class is: 262. (2) Reactant: [Cl:1][C:2]1[CH:7]=[C:6]([F:8])[CH:5]=[CH:4][C:3]=1[S:9]([NH:12][CH2:13][CH2:14][C@H:15]([OH:28])[CH2:16][N:17]1C(=O)C2C(=CC=CC=2)C1=O)(=[O:11])=[O:10].NN. Product: [NH2:17][CH2:16][C@@H:15]([OH:28])[CH2:14][CH2:13][NH:12][S:9]([C:3]1[CH:4]=[CH:5][C:6]([F:8])=[CH:7][C:2]=1[Cl:1])(=[O:11])=[O:10]. The catalyst class is: 14. (3) Reactant: [F:1][C:2]1[C:7]([F:8])=[CH:6][CH:5]=[CH:4][C:3]=1[C:9]1[CH:14]=[C:13]([C:15]2[CH:20]=[CH:19][C:18]([CH3:21])=[CH:17][N:16]=2)[CH:12]=[C:11]([C:22](O)=[O:23])[CH:10]=1.Cl.[O:26]1[CH2:31][CH2:30][N:29]([CH2:32][C@H:33]([NH2:35])[CH3:34])[CH2:28][CH2:27]1.F[P-](F)(F)(F)(F)F.C[N+](C)=C(N(C)C)ON1C2N=CC=CC=2N=N1.C(N(CC)C(C)C)(C)C. Product: [F:1][C:2]1[C:7]([F:8])=[CH:6][CH:5]=[CH:4][C:3]=1[C:9]1[CH:14]=[C:13]([C:15]2[CH:20]=[CH:19][C:18]([CH3:21])=[CH:17][N:16]=2)[CH:12]=[C:11]([C:22]([NH:35][C@H:33]([CH3:34])[CH2:32][N:29]2[CH2:30][CH2:31][O:26][CH2:27][CH2:28]2)=[O:23])[CH:10]=1. The catalyst class is: 9. (4) Reactant: [CH2:1]([O:4][C:5]([N:7]1[CH2:11][C@H:10]([OH:12])[CH2:9][C@H:8]1[CH2:13][O:14][Si](C(C)(C)C)(C)C)=[O:6])[CH:2]=[CH2:3].N[OH:23].O[C@H:25]1[CH2:29]N[C@H:27](C(O)=O)[CH2:26]1. Product: [CH2:1]([O:4][C:5]([N:7]1[CH2:11][C@H:10]([OH:12])[CH2:9][C@H:8]1[C:13]([OH:14])=[O:23])=[O:6])[C:2]1[CH:3]=[CH:27][CH:26]=[CH:25][CH:29]=1. The catalyst class is: 5. (5) Reactant: [CH3:1][O:2][CH2:3][C:4]([C:6]1[C:11]([OH:12])=[CH:10][C:9]([OH:13])=[CH:8][C:7]=1[OH:14])=[O:5].[CH2:15](Br)[CH2:16][C:17]([CH3:19])=[CH2:18]. Product: [CH3:1][O:2][CH2:3][C:4]([C:6]1[C:7]([OH:14])=[C:8]([CH2:15][CH:16]=[C:17]([CH3:19])[CH3:18])[C:9]([OH:13])=[C:10]([CH2:3][CH:4]=[C:6]([CH3:11])[CH3:7])[C:11]=1[OH:12])=[O:5]. The catalyst class is: 500. (6) Reactant: Br[C:2]1[CH:10]=[CH:9][CH:8]=[CH:7][C:3]=1[C:4]([NH2:6])=[O:5].[C:11]1([CH3:20])[CH:16]=[CH:15][C:14](B(O)O)=[CH:13][CH:12]=1.C([O-])([O-])=O.[Na+].[Na+]. Product: [CH3:20][C:11]1[CH:16]=[CH:15][C:14]([C:2]2[C:3]([C:4]([NH2:6])=[O:5])=[CH:7][CH:8]=[CH:9][CH:10]=2)=[CH:13][CH:12]=1. The catalyst class is: 535. (7) Reactant: [C:1]([OH:6])(=O)[C:2]([CH3:4])=[CH2:3].[CH:7]1[C:19]2[N:18]([C:20]3[CH:26]=[CH:25][C:23]([NH2:24])=[CH:22][CH:21]=3)[C:17]3[C:12](=[CH:13][CH:14]=[CH:15][CH:16]=3)[C:11]=2[CH:10]=[CH:9][CH:8]=1. Product: [CH:7]1[C:19]2[N:18]([C:20]3[CH:21]=[CH:22][C:23]([NH:24][C:1](=[O:6])[C:2]([CH3:4])=[CH2:3])=[CH:25][CH:26]=3)[C:17]3[C:12](=[CH:13][CH:14]=[CH:15][CH:16]=3)[C:11]=2[CH:10]=[CH:9][CH:8]=1. The catalyst class is: 4. (8) Reactant: [O:1]=[C:2]([C:7]1[CH:12]=[CH:11][CH:10]=[CH:9][CH:8]=1)[C:3]([O:5][CH3:6])=[O:4]. Product: [CH:7]1([C:2]([OH:1])([C:7]2[CH:12]=[CH:11][CH:10]=[CH:9][CH:8]=2)[C:3]([O:5][CH3:6])=[O:4])[CH2:12][CH2:11][CH2:10][CH2:9][CH2:8]1. The catalyst class is: 7. (9) Reactant: [N:1]1[CH:6]=[CH:5][CH:4]=[CH:3][C:2]=1[NH:7][C:8](=[O:13])[C:9]([CH3:12])([CH3:11])[CH3:10].CN(CCN(C)C)C.[Li]CCCC.[I:27]I. Product: [I:27][C:3]1[C:2]([NH:7][C:8](=[O:13])[C:9]([CH3:10])([CH3:12])[CH3:11])=[N:1][CH:6]=[CH:5][CH:4]=1. The catalyst class is: 1.